From a dataset of Full USPTO retrosynthesis dataset with 1.9M reactions from patents (1976-2016). Predict the reactants needed to synthesize the given product. (1) Given the product [ClH:1].[ClH:1].[NH2:23][CH2:22][C:21]1[CH:30]=[CH:31][C:32]([F:33])=[C:19]([CH:16]2[CH2:15][CH2:14][N:13]([C:11]([C:10]3[C:6]4[C:7](=[C:2]([Cl:1])[N:3]=[CH:4][CH:5]=4)[N:8]([CH2:34][CH2:35][O:36][CH3:37])[CH:9]=3)=[O:12])[CH2:18][CH2:17]2)[CH:20]=1, predict the reactants needed to synthesize it. The reactants are: [Cl:1][C:2]1[N:3]=[CH:4][CH:5]=[C:6]2[C:10]([C:11]([N:13]3[CH2:18][CH2:17][CH:16]([C:19]4[CH:20]=[C:21]([CH:30]=[CH:31][C:32]=4[F:33])[CH2:22][NH:23]C(=O)C(F)(F)F)[CH2:15][CH2:14]3)=[O:12])=[CH:9][N:8]([CH2:34][CH2:35][O:36][CH3:37])[C:7]=12.C([O-])([O-])=O.[Na+].[Na+]. (2) Given the product [C:1]([C:3]1[CH:4]=[CH:5][C:6]([CH2:7][N:8]([CH2:25][C:26]2[CH:31]=[CH:30][C:29]([O:32][C:33]3[CH:38]=[CH:37][CH:36]=[C:35]([CH2:39][OH:40])[CH:34]=3)=[CH:28][CH:27]=2)[C:9]2[C:10]([CH3:24])=[C:11]([N:15]([S:20]([CH3:23])(=[O:21])=[O:22])[S:16]([CH3:19])(=[O:18])=[O:17])[CH:12]=[CH:13][CH:14]=2)=[CH:41][CH:42]=1)#[N:2], predict the reactants needed to synthesize it. The reactants are: [C:1]([C:3]1[CH:42]=[CH:41][C:6]([CH2:7][N:8]([CH2:25][C:26]2[CH:31]=[CH:30][C:29]([O:32][C:33]3[CH:38]=[CH:37][CH:36]=[C:35]([CH:39]=[O:40])[CH:34]=3)=[CH:28][CH:27]=2)[C:9]2[C:10]([CH3:24])=[C:11]([N:15]([S:20]([CH3:23])(=[O:22])=[O:21])[S:16]([CH3:19])(=[O:18])=[O:17])[CH:12]=[CH:13][CH:14]=2)=[CH:5][CH:4]=1)#[N:2].CO.C1COCC1.C(O)(=O)C.[BH4-].[Na+]. (3) Given the product [Cl:1][C:2]1[CH:3]=[C:4]([N:13]2[CH2:18][CH2:17][O:16][CH2:15][CH2:14]2)[N:5]=[C:6]([O:11][CH3:12])[C:7]=1[NH2:8], predict the reactants needed to synthesize it. The reactants are: [Cl:1][C:2]1[C:7]([N+:8]([O-])=O)=[C:6]([O:11][CH3:12])[N:5]=[C:4]([N:13]2[CH2:18][CH2:17][O:16][CH2:15][CH2:14]2)[CH:3]=1. (4) Given the product [I:3][C:4]1[CH:5]=[N:6][N:7]([CH:10]([CH3:12])[CH3:11])[CH:8]=1, predict the reactants needed to synthesize it. The reactants are: [H-].[Na+].[I:3][C:4]1[CH:5]=[N:6][NH:7][CH:8]=1.I[CH:10]([CH3:12])[CH3:11]. (5) Given the product [Cl:98][C:2]1[S:6][C:5]([C:7]([NH:16][C@@H:17]([CH2:30][C:31]2[CH:36]=[CH:35][C:37]([F:39])=[CH:33][CH:32]=2)[CH2:18][N:19]2[C:27](=[O:28])[C:26]3[C:21](=[CH:22][CH:23]=[CH:24][CH:25]=3)[C:20]2=[O:29])=[O:9])=[CH:4][C:3]=1[C:10]1[N:14]([CH3:15])[N:13]=[CH:12][CH:11]=1, predict the reactants needed to synthesize it. The reactants are: C[C:2]1[S:6][C:5]([C:7]([OH:9])=O)=[CH:4][C:3]=1[C:10]1[N:14]([CH3:15])[N:13]=[CH:12][CH:11]=1.[NH2:16][C@@H:17]([CH2:30][C:31]1[CH:36]=[CH:35]C=[C:33]([C:37](F)([F:39])F)[CH:32]=1)[CH2:18][N:19]1[C:27](=[O:28])[C:26]2[C:21](=[CH:22][CH:23]=[CH:24][CH:25]=2)[C:20]1=[O:29].CC(OC(N[C@H](C(O)=O)CC1C=CC=CC=1C(F)(F)F)=O)(C)C.C1CN([P+](Br)(N2CCCC2)N2CCCC2)CC1.F[P-](F)(F)(F)(F)F.CCN(C(C)C)C(C)C.C(Cl)(Cl)[Cl:98].